From a dataset of Reaction yield outcomes from USPTO patents with 853,638 reactions. Predict the reaction yield, written as a fraction of the theoretical maximum amount of product (1.0 means a 100% yield; for example, 0.34 means a 34% yield). (1) The reactants are [NH2:1][C:2]1[CH:7]=[CH:6][C:5]([CH2:8][C:9]([OH:11])=[O:10])=[CH:4][CH:3]=1.[C:12]([O:16][C:17](O[C:17]([O:16][C:12]([CH3:15])([CH3:14])[CH3:13])=[O:18])=[O:18])([CH3:15])([CH3:14])[CH3:13]. The catalyst is C1COCC1.O. The product is [C:12]([O:16][C:17]([NH:1][C:2]1[CH:3]=[CH:4][C:5]([CH2:8][C:9]([OH:11])=[O:10])=[CH:6][CH:7]=1)=[O:18])([CH3:15])([CH3:14])[CH3:13]. The yield is 0.870. (2) The reactants are [CH2:1]([C:3]1[O:7][C:6]([C:8]([O:10][CH3:11])=[O:9])=[CH:5][CH:4]=1)[CH3:2].[Cl-].[Cl-].[Cl-].[Al+3].[Br:16]Br. The catalyst is C(Cl)(Cl)Cl. The product is [Br:16][C:4]1[CH:5]=[C:6]([C:8]([O:10][CH3:11])=[O:9])[O:7][C:3]=1[CH2:1][CH3:2]. The yield is 0.418. (3) The reactants are [N:1]12[CH2:8][CH2:7][C:4]([C:9]([C:17]3[CH:22]=[CH:21][CH:20]=[CH:19][CH:18]=3)([C:11]3[CH:16]=[CH:15][CH:14]=[CH:13][CH:12]=3)[OH:10])([CH2:5][CH2:6]1)[CH2:3][CH2:2]2.[Cl:23][C:24]1[CH:25]=[C:26]([O:30][CH2:31][CH2:32][CH2:33][Br:34])[CH:27]=[CH:28][CH:29]=1. The catalyst is CC#N. The product is [Br-:34].[Cl:23][C:24]1[CH:25]=[C:26]([O:30][CH2:31][CH2:32][CH2:33][N+:1]23[CH2:6][CH2:5][C:4]([C:9]([OH:10])([C:17]4[CH:22]=[CH:21][CH:20]=[CH:19][CH:18]=4)[C:11]4[CH:12]=[CH:13][CH:14]=[CH:15][CH:16]=4)([CH2:3][CH2:2]2)[CH2:7][CH2:8]3)[CH:27]=[CH:28][CH:29]=1. The yield is 0.744.